From a dataset of Catalyst prediction with 721,799 reactions and 888 catalyst types from USPTO. Predict which catalyst facilitates the given reaction. (1) Reactant: [F:1][C:2]([F:32])([F:31])[C:3]1[CH:8]=[CH:7][CH:6]=[CH:5][C:4]=1[NH:9][C:10](=[O:30])[O:11][CH2:12][C@H:13]1[CH2:17][C@@H:16]([NH:18][S:19]([C:22]2[CH:27]=[C:26]([Br:28])[CH:25]=[CH:24][C:23]=2[Br:29])(=[O:21])=[O:20])[CH2:15][NH:14]1.C[CH2:34][N:35](C(C)C)C(C)C.BrC#N.C(O)C(N)(CO)CO. Product: [F:32][C:2]([F:1])([F:31])[C:3]1[CH:8]=[CH:7][CH:6]=[CH:5][C:4]=1[NH:9][C:10](=[O:30])[O:11][CH2:12][C@H:13]1[CH2:17][C@@H:16]([NH:18][S:19]([C:22]2[CH:27]=[C:26]([Br:28])[CH:25]=[CH:24][C:23]=2[Br:29])(=[O:20])=[O:21])[CH2:15][N:14]1[C:34]#[N:35]. The catalyst class is: 2. (2) Reactant: [Cl:1][C:2]1[N:7]=[C:6]([NH:8][C:9](=[O:11])[CH3:10])[CH:5]=[C:4](Cl)[N:3]=1.[CH2:13]([O:15][C:16]1[CH:17]=[C:18]([CH:27]=[CH:28][C:29]=1[O:30][CH3:31])[CH2:19][N:20]1[CH2:25][CH2:24][CH:23]([NH2:26])[CH2:22][CH2:21]1)[CH3:14]. Product: [Cl:1][C:2]1[N:7]=[C:6]([NH:8][C:9](=[O:11])[CH3:10])[CH:5]=[C:4]([NH:26][CH:23]2[CH2:24][CH2:25][N:20]([CH2:19][C:18]3[CH:27]=[CH:28][C:29]([O:30][CH3:31])=[C:16]([O:15][CH2:13][CH3:14])[CH:17]=3)[CH2:21][CH2:22]2)[N:3]=1. The catalyst class is: 44. (3) Reactant: CO.[BH4-].[Na+].[CH2:5]([N:12]([CH2:21][C:22]1[CH:27]=[CH:26][CH:25]=[CH:24][CH:23]=1)[C@H:13]([C:15](=[O:20])[CH:16]=[C:17]([CH3:19])[CH3:18])[CH3:14])[C:6]1[CH:11]=[CH:10][CH:9]=[CH:8][CH:7]=1.[Cl-].[Ce+3].[Cl-].[Cl-]. Product: [CH2:5]([N:12]([CH2:21][C:22]1[CH:23]=[CH:24][CH:25]=[CH:26][CH:27]=1)[C@H:13]([CH:15]([OH:20])[CH:16]=[C:17]([CH3:18])[CH3:19])[CH3:14])[C:6]1[CH:11]=[CH:10][CH:9]=[CH:8][CH:7]=1. The catalyst class is: 6.